Predict the product of the given reaction. From a dataset of Forward reaction prediction with 1.9M reactions from USPTO patents (1976-2016). (1) Given the reactants [CH:1]([C:3]1[C:12](=[O:13])[C:11]2[C:6](=[CH:7][CH:8]=[C:9]([CH:14]([CH3:16])[CH3:15])[CH:10]=2)[O:5][CH:4]=1)=O.[CH2:17]([O:19][C:20]([C:22]#[C:23][C:24]([O:26][CH2:27][CH3:28])=[O:25])=[O:21])[CH3:18].C1(P(C2C=CC=CC=2)C2C=CC=CC=2)C=CC=CC=1.[CH3:48][O:49][C:50]1[CH:61]=[C:60]2[C:53]([NH:54][CH:55]=[C:56]2[CH2:57][CH2:58][NH2:59])=[CH:52][CH:51]=1, predict the reaction product. The product is: [CH2:27]([O:26][C:24]([C:23]1[C:22]2([C:20]([O:19][CH2:17][CH3:18])=[O:21])[N:59]([CH2:58][CH2:57][C:56]3[C:60]4[C:53](=[CH:52][CH:51]=[C:50]([O:49][CH3:48])[CH:61]=4)[NH:54][C:55]=32)[CH:4]=[C:3]([C:12](=[O:13])[C:11]2[CH:10]=[C:9]([CH:14]([CH3:16])[CH3:15])[CH:8]=[CH:7][C:6]=2[OH:5])[CH:1]=1)=[O:25])[CH3:28]. (2) Given the reactants [CH3:1][O:2][C:3]([CH:5]1[C:10](=[O:11])[CH2:9][CH2:8][N:7]([C:12]([O:14][C:15]([CH3:18])([CH3:17])[CH3:16])=[O:13])[CH2:6]1)=[O:4].[H-].[Na+].[CH3:21]I, predict the reaction product. The product is: [CH3:1][O:2][C:3]([C:5]1([CH3:21])[C:10](=[O:11])[CH2:9][CH2:8][N:7]([C:12]([O:14][C:15]([CH3:18])([CH3:17])[CH3:16])=[O:13])[CH2:6]1)=[O:4]. (3) Given the reactants [CH3:1][C:2]1[CH:7]=[CH:6][C:5]([C:8]2[C:17]3[C:12](=[CH:13][CH:14]=[C:15](Br)[CH:16]=3)[C:11]([CH3:20])([CH3:19])[CH2:10][CH:9]=2)=[CH:4][CH:3]=1.[Mg].Br[C:23]1[CH:24]=[C:25]2[C:30](=[CH:31][CH:32]=1)[CH:29]=[C:28]([C:33]([O:35][CH2:36][CH3:37])=[O:34])[CH:27]=[CH:26]2.C1C=CC(P(C2C=CC=CC=2)C2C=CC=CC=2)=CC=1.[H-].C([Al+]CC(C)C)C(C)C, predict the reaction product. The product is: [CH3:19][C:11]1([CH3:20])[CH2:10][CH:9]=[C:8]([C:5]2[CH:4]=[CH:3][C:2]([CH3:1])=[CH:7][CH:6]=2)[C:17]2[CH:16]=[C:15]([C:23]3[CH:32]=[CH:31][C:30]4[C:25](=[CH:26][CH:27]=[C:28]([C:33]([O:35][CH2:36][CH3:37])=[O:34])[CH:29]=4)[CH:24]=3)[CH:14]=[CH:13][C:12]1=2. (4) Given the reactants [CH2:1]([O:8][C:9]([NH:11][C:12]([C:14]1[CH:38]=[CH:37][C:17]([O:18][CH:19]([C:24]2[CH:29]=[CH:28][C:27]([O:30][CH:31]([CH3:33])[CH3:32])=[C:26]([O:34][CH2:35][CH3:36])[CH:25]=2)[C:20]([O:22]C)=[O:21])=[CH:16][CH:15]=1)=[NH:13])=[O:10])[C:2]1[CH:7]=[CH:6][CH:5]=[CH:4][CH:3]=1.[Li+].[OH-].Cl, predict the reaction product. The product is: [CH2:1]([O:8][C:9]([NH:11][C:12]([C:14]1[CH:38]=[CH:37][C:17]([O:18][CH:19]([C:24]2[CH:29]=[CH:28][C:27]([O:30][CH:31]([CH3:32])[CH3:33])=[C:26]([O:34][CH2:35][CH3:36])[CH:25]=2)[C:20]([OH:22])=[O:21])=[CH:16][CH:15]=1)=[NH:13])=[O:10])[C:2]1[CH:7]=[CH:6][CH:5]=[CH:4][CH:3]=1. (5) Given the reactants [NH2:1][C:2]1([C:8]([OH:10])=[O:9])[CH2:7][CH2:6][CH2:5][CH2:4][CH2:3]1.O=S(Cl)[Cl:13].[CH3:15][CH2:16]O, predict the reaction product. The product is: [ClH:13].[NH2:1][C:2]1([C:8]([O:10][CH2:15][CH3:16])=[O:9])[CH2:7][CH2:6][CH2:5][CH2:4][CH2:3]1. (6) Given the reactants [C:1]([NH:11][C@H:12]([C:16]([OH:18])=O)[CH:13]([CH3:15])[CH3:14])([O:3][CH2:4][C:5]1[CH:10]=[CH:9][CH:8]=[CH:7][CH:6]=1)=[O:2].CN(C)CCCN=C=NCC.C(N(CC)CC)C.Cl.[CH3:38][O:39][C:40](=[O:46])[C@@H:41]1[CH2:45][CH2:44][CH2:43][NH:42]1, predict the reaction product. The product is: [CH3:38][O:39][C:40](=[O:46])[C@@H:41]1[CH2:45][CH2:44][CH2:43][N:42]1[C:16](=[O:18])[C@H:12]([CH:13]([CH3:14])[CH3:15])[NH:11][C:1]([O:3][CH2:4][C:5]1[CH:6]=[CH:7][CH:8]=[CH:9][CH:10]=1)=[O:2]. (7) Given the reactants [Mn]([O-])(=O)(=O)=O.[K+].[CH:7]1([N:10]2[C:14]([S:15][CH3:16])=[N:13][N:12]=[C:11]2[C:17]2[CH:22]=[CH:21][N:20]=[CH:19][CH:18]=2)[CH2:9][CH2:8]1.S([O-])(O)=[O:24].[Na+].[OH2:28], predict the reaction product. The product is: [CH:7]1([N:10]2[C:14]([S:15]([CH3:16])(=[O:24])=[O:28])=[N:13][N:12]=[C:11]2[C:17]2[CH:22]=[CH:21][N:20]=[CH:19][CH:18]=2)[CH2:9][CH2:8]1.